From a dataset of Catalyst prediction with 721,799 reactions and 888 catalyst types from USPTO. Predict which catalyst facilitates the given reaction. (1) Reactant: [NH2:1][C:2]1[C:3]2[C:10](I)=[CH:9][N:8]([C@@H:12]3[O:18][C@H:17]([CH2:19][OH:20])[C@@H:15]([OH:16])[C@H:13]3[OH:14])[C:4]=2[N:5]=[CH:6][N:7]=1.[C:21]([O:25][CH2:26][CH3:27])(=[O:24])[C:22]#[CH:23]. Product: [CH2:26]([O:25][C:21](=[O:24])[C:22]#[C:23][C:10]1[C:3]2[C:2]([NH2:1])=[N:7][CH:6]=[N:5][C:4]=2[N:8]([C@@H:12]2[O:18][C@H:17]([CH2:19][OH:20])[C@@H:15]([OH:16])[C@H:13]2[OH:14])[CH:9]=1)[CH3:27]. The catalyst class is: 555. (2) Reactant: [NH2:1][C:2]1[N:6]([CH:7]2[CH2:11][CH2:10][CH2:9][CH2:8]2)[N:5]=[C:4]([CH3:12])[C:3]=1[C:13]([O:15]CC)=[O:14].[OH-].[Na+].C(O)C. Product: [NH2:1][C:2]1[N:6]([CH:7]2[CH2:11][CH2:10][CH2:9][CH2:8]2)[N:5]=[C:4]([CH3:12])[C:3]=1[C:13]([OH:15])=[O:14]. The catalyst class is: 6. (3) Reactant: [CH3:1][N:2]1[CH:6]=[C:5]([C:7]2[CH:8]=[C:9]([OH:16])[CH:10]=[C:11]([N+:13]([O-])=O)[CH:12]=2)[CH:4]=[N:3]1.[H][H]. Product: [NH2:13][C:11]1[CH:10]=[C:9]([OH:16])[CH:8]=[C:7]([C:5]2[CH:4]=[N:3][N:2]([CH3:1])[CH:6]=2)[CH:12]=1. The catalyst class is: 43. (4) Reactant: [Cl:1][C:2]1[CH:7]=[CH:6][C:5]([CH:8]2[C:13](=[O:14])[CH2:12][CH2:11][O:10][CH2:9]2)=[CH:4][CH:3]=1.[BH4-].[Na+]. Product: [Cl:1][C:2]1[CH:7]=[CH:6][C:5]([CH:8]2[CH:13]([OH:14])[CH2:12][CH2:11][O:10][CH2:9]2)=[CH:4][CH:3]=1. The catalyst class is: 5. (5) Reactant: [Cl:1][C:2]1[CH:3]=[C:4]([CH:33]=[CH:34][CH:35]=1)[CH2:5][N:6]1[C:14]2[C:9](=[CH:10][C:11]([F:19])=[CH:12][C:13]=2[O:15][CH2:16][CH2:17]Cl)[C:8]([S:20]([C:23]2[C:32]3[C:27](=[CH:28][CH:29]=[CH:30][CH:31]=3)[CH:26]=[CH:25][CH:24]=2)(=[O:22])=[O:21])=[N:7]1.[CH3:36][NH2:37].Cl.CCOCC. Product: [ClH:1].[Cl:1][C:2]1[CH:3]=[C:4]([CH:33]=[CH:34][CH:35]=1)[CH2:5][N:6]1[C:14]2[C:9](=[CH:10][C:11]([F:19])=[CH:12][C:13]=2[O:15][CH2:16][CH2:17][NH:37][CH3:36])[C:8]([S:20]([C:23]2[C:32]3[C:27](=[CH:28][CH:29]=[CH:30][CH:31]=3)[CH:26]=[CH:25][CH:24]=2)(=[O:21])=[O:22])=[N:7]1. The catalyst class is: 58. (6) Reactant: [O:1]1[CH2:6][CH2:5][CH:4]([O:7][C:8]2[CH:18]=[CH:17][C:11]([C:12]([O:14]CC)=[O:13])=[CH:10][CH:9]=2)[CH2:3][CH2:2]1.[OH-].[Na+]. Product: [O:1]1[CH2:2][CH2:3][CH:4]([O:7][C:8]2[CH:18]=[CH:17][C:11]([C:12]([OH:14])=[O:13])=[CH:10][CH:9]=2)[CH2:5][CH2:6]1. The catalyst class is: 14. (7) Reactant: [NH2:1][C:2]1[C:11]2[N:10]=[C:9]([C:12]3[CH:17]=[CH:16][C:15]([C:18]45[CH2:25][CH2:24][C:21]([CH2:26][C:27]([O:29]C)=[O:28])([CH2:22][CH2:23]4)[CH2:20][CH2:19]5)=[CH:14][CH:13]=3)[C:8]([CH3:32])([CH3:31])[O:7][C:6]=2[N:5]=[CH:4][N:3]=1.[OH-].[Na+]. Product: [NH2:1][C:2]1[C:11]2[N:10]=[C:9]([C:12]3[CH:13]=[CH:14][C:15]([C:18]45[CH2:23][CH2:22][C:21]([CH2:26][C:27]([OH:29])=[O:28])([CH2:20][CH2:19]4)[CH2:24][CH2:25]5)=[CH:16][CH:17]=3)[C:8]([CH3:32])([CH3:31])[O:7][C:6]=2[N:5]=[CH:4][N:3]=1. The catalyst class is: 92.